This data is from Full USPTO retrosynthesis dataset with 1.9M reactions from patents (1976-2016). The task is: Predict the reactants needed to synthesize the given product. (1) Given the product [Br:1][C:2]1[CH:3]=[CH:4][C:5]([F:13])=[C:6](/[C:8](=[N:20]/[S:18]([C:14]([CH3:17])([CH3:16])[CH3:15])=[O:19])/[CH:9]([F:11])[F:10])[CH:7]=1, predict the reactants needed to synthesize it. The reactants are: [Br:1][C:2]1[CH:3]=[CH:4][C:5]([F:13])=[C:6]([C:8](=O)[CH:9]([F:11])[F:10])[CH:7]=1.[C:14]([S@@:18]([NH2:20])=[O:19])([CH3:17])([CH3:16])[CH3:15]. (2) Given the product [NH2:31][C:32]1[CH:37]=[CH:36][C:35]([CH2:38][CH2:39][NH:40][CH2:2][C@@H:3]([C:12]2[CH:21]=[CH:20][C:19]([O:22][CH2:23][C:24]3[CH:29]=[CH:28][CH:27]=[CH:26][CH:25]=3)=[C:18]3[C:13]=2[CH:14]=[CH:15][C:16](=[O:30])[NH:17]3)[O:4][Si:5]([C:8]([CH3:11])([CH3:10])[CH3:9])([CH3:7])[CH3:6])=[CH:34][CH:33]=1, predict the reactants needed to synthesize it. The reactants are: Br[CH2:2][CH:3]([C:12]1[CH:21]=[CH:20][C:19]([O:22][CH2:23][C:24]2[CH:29]=[CH:28][CH:27]=[CH:26][CH:25]=2)=[C:18]2[C:13]=1[CH:14]=[CH:15][C:16](=[O:30])[NH:17]2)[O:4][Si:5]([C:8]([CH3:11])([CH3:10])[CH3:9])([CH3:7])[CH3:6].[NH2:31][C:32]1[CH:37]=[CH:36][C:35]([CH2:38][CH2:39][NH2:40])=[CH:34][CH:33]=1.